Binary Classification. Given a T-cell receptor sequence (or CDR3 region) and an epitope sequence, predict whether binding occurs between them. From a dataset of TCR-epitope binding with 47,182 pairs between 192 epitopes and 23,139 TCRs. (1) The epitope is RLDKVEAEV. Result: 0 (the TCR does not bind to the epitope). The TCR CDR3 sequence is CASTPRRLGLFPSSGNTIYF. (2) The epitope is NEGVKAAW. The TCR CDR3 sequence is CASRQGATRSYEQYF. Result: 0 (the TCR does not bind to the epitope). (3) The epitope is TPINLVRDL. The TCR CDR3 sequence is CASSLQPSGTSFYNEQFF. Result: 0 (the TCR does not bind to the epitope). (4) The epitope is KRWIILGLNK. The TCR CDR3 sequence is CASSYWDRGEKLFF. Result: 0 (the TCR does not bind to the epitope). (5) The epitope is LLLGIGILV. The TCR CDR3 sequence is CASSSPFRSGTDTQYF. Result: 1 (the TCR binds to the epitope). (6) The epitope is NLVPMVATV. The TCR CDR3 sequence is CSAQLQLGNEQFF. Result: 1 (the TCR binds to the epitope). (7) The epitope is TLIGDCATV. The TCR CDR3 sequence is CASSPELRVHEQFF. Result: 1 (the TCR binds to the epitope). (8) The epitope is GLCTLVAML. The TCR CDR3 sequence is CARRSWGASEQFF. Result: 1 (the TCR binds to the epitope). (9) The epitope is RAKFKQLL. The TCR CDR3 sequence is CASSYSGTGTGTEAFF. Result: 0 (the TCR does not bind to the epitope).